This data is from Full USPTO retrosynthesis dataset with 1.9M reactions from patents (1976-2016). The task is: Predict the reactants needed to synthesize the given product. (1) Given the product [CH2:1]([C:5]1[N:6]=[C:7]([CH3:27])[N:8]([CH2:66][C:62]2[CH:63]=[C:64]([CH3:65])[N:60]([CH3:59])[N:61]=2)[C:9](=[O:26])[C:10]=1[CH2:11][C:12]1[CH:17]=[CH:16][C:15]([C:18]2[C:19]([C:24]#[N:25])=[CH:20][CH:21]=[CH:22][CH:23]=2)=[CH:14][CH:13]=1)[CH2:2][CH2:3][CH3:4], predict the reactants needed to synthesize it. The reactants are: [CH2:1]([C:5]1[N:6]=[C:7]([CH3:27])[NH:8][C:9](=[O:26])[C:10]=1[CH2:11][C:12]1[CH:17]=[CH:16][C:15]([C:18]2[C:19]([C:24]#[N:25])=[CH:20][CH:21]=[CH:22][CH:23]=2)=[CH:14][CH:13]=1)[CH2:2][CH2:3][CH3:4].N(C(N1CCCCC1)=O)=NC(N1CCCCC1)=O.C(P(CCCC)CCCC)CCC.[CH3:59][N:60]1[C:64]([CH3:65])=[CH:63][C:62]([CH2:66]O)=[N:61]1. (2) Given the product [BrH:21].[C:14]([O:19][CH2:20][S:12]/[C:11](=[N:10]/[C:3]1[CH:4]=[CH:5][C:6]([O:8][CH3:9])=[CH:7][C:2]=1[CH3:1])/[NH2:13])(=[O:18])[CH:15]([CH3:17])[CH3:16], predict the reactants needed to synthesize it. The reactants are: [CH3:1][C:2]1[CH:7]=[C:6]([O:8][CH3:9])[CH:5]=[CH:4][C:3]=1[NH:10][C:11]([NH2:13])=[S:12].[C:14]([O:19][CH2:20][Br:21])(=[O:18])[CH:15]([CH3:17])[CH3:16]. (3) Given the product [O:6]1[C:7]2[CH:13]=[CH:12][CH:11]=[CH:10][C:8]=2[N:9]=[C:5]1[CH:3]([OH:4])[C@@H:2]([NH:1][C:19](=[O:20])[C@@H:18]([F:17])[CH2:22][CH2:23][C:24]1[CH:25]=[CH:26][CH:27]=[CH:28][CH:29]=1)[CH2:14][CH2:15][CH3:16], predict the reactants needed to synthesize it. The reactants are: [NH2:1][CH:2]([CH2:14][CH2:15][CH3:16])[C@@H:3]([C:5]1[O:6][C:7]2[CH:13]=[CH:12][CH:11]=[CH:10][C:8]=2[N:9]=1)[OH:4].[F:17][C@@H:18]([CH2:22][CH2:23][C:24]1[CH:29]=[CH:28][CH:27]=[CH:26][CH:25]=1)[C:19](O)=[O:20].C1CN([P+](ON2N=NC3C=CC=CC2=3)(N2CCCC2)N2CCCC2)CC1.F[P-](F)(F)(F)(F)F. (4) Given the product [Br:1][C:2]1[CH:3]=[N:4][C:5]([N:9]2[CH2:13][CH2:12][CH2:11][C:10]2=[O:14])=[N:6][CH:7]=1, predict the reactants needed to synthesize it. The reactants are: [Br:1][C:2]1[CH:3]=[N:4][C:5](Cl)=[N:6][CH:7]=1.[NH:9]1[CH2:13][CH2:12][CH2:11][C:10]1=[O:14].C([O-])([O-])=O.[K+].[K+].O. (5) Given the product [CH2:1]([C:4]1[CH:9]=[C:8]([CH:10]2[CH2:15][CH2:14][CH2:13][CH2:12][CH2:11]2)[CH:7]=[CH:6][C:5]=1[O:16][CH2:24][CH2:25][CH2:26][O:27][C:28]1[CH:29]=[C:30]([CH:38]=[CH:39][CH:40]=1)[CH:31]([OH:37])[C:32]([O:34][CH2:35][CH3:36])=[O:33])[CH2:2][CH3:3], predict the reactants needed to synthesize it. The reactants are: [CH2:1]([C:4]1[CH:9]=[C:8]([CH:10]2[CH2:15][CH2:14][CH2:13][CH2:12][CH2:11]2)[CH:7]=[CH:6][C:5]=1[OH:16])[CH2:2][CH3:3].C(=O)([O-])[O-].[K+].[K+].Br[CH2:24][CH2:25][CH2:26][O:27][C:28]1[CH:29]=[C:30]([CH:38]=[CH:39][CH:40]=1)[CH:31]([OH:37])[C:32]([O:34][CH2:35][CH3:36])=[O:33]. (6) Given the product [CH3:36][O:35][C:31]1[CH:30]=[C:29]2[C:34]([C:25]([O:24][CH2:23][C:20]3[N:18]4[N:19]=[C:14]([C:6]5[CH:5]=[CH:4][C:3]([N:2]([CH3:12])[CH3:1])=[N:8][CH:7]=5)[CH:15]=[CH:16][C:17]4=[N:22][N:21]=3)=[CH:26][CH:27]=[N:28]2)=[CH:33][CH:32]=1, predict the reactants needed to synthesize it. The reactants are: [CH3:1][N:2]([CH3:12])[C:3]1[N:8]=[CH:7][C:6](B(O)O)=[CH:5][CH:4]=1.Cl[C:14]1[CH:15]=[CH:16][C:17]2[N:18]([C:20]([CH2:23][O:24][C:25]3[C:34]4[C:29](=[CH:30][C:31]([O:35][CH3:36])=[CH:32][CH:33]=4)[N:28]=[CH:27][CH:26]=3)=[N:21][N:22]=2)[N:19]=1.CN(C=O)C.C(=O)([O-])[O-].[K+].[K+].O. (7) Given the product [CH:1]1([N:4]2[C:12]3[C:7](=[CH:8][CH:9]=[C:10]([OH:13])[CH:11]=3)[C:6]([C:15]#[N:16])=[CH:5]2)[CH2:3][CH2:2]1, predict the reactants needed to synthesize it. The reactants are: [CH:1]1([N:4]2[C:12]3[C:7](=[CH:8][CH:9]=[C:10]([O:13]C)[CH:11]=3)[C:6]([C:15]#[N:16])=[CH:5]2)[CH2:3][CH2:2]1.B(Br)(Br)Br.C([O-])(O)=O.[Na+].